Dataset: NCI-60 drug combinations with 297,098 pairs across 59 cell lines. Task: Regression. Given two drug SMILES strings and cell line genomic features, predict the synergy score measuring deviation from expected non-interaction effect. (1) Drug 1: CC(C1=C(C=CC(=C1Cl)F)Cl)OC2=C(N=CC(=C2)C3=CN(N=C3)C4CCNCC4)N. Drug 2: CC(C)(C#N)C1=CC(=CC(=C1)CN2C=NC=N2)C(C)(C)C#N. Cell line: MALME-3M. Synergy scores: CSS=4.18, Synergy_ZIP=-0.452, Synergy_Bliss=1.84, Synergy_Loewe=-0.658, Synergy_HSA=0.0643. (2) Drug 1: CC12CCC3C(C1CCC2O)C(CC4=C3C=CC(=C4)O)CCCCCCCCCS(=O)CCCC(C(F)(F)F)(F)F. Drug 2: C1=NC(=NC(=O)N1C2C(C(C(O2)CO)O)O)N. Cell line: HL-60(TB). Synergy scores: CSS=72.1, Synergy_ZIP=-0.420, Synergy_Bliss=2.30, Synergy_Loewe=-19.3, Synergy_HSA=4.24. (3) Drug 1: CCC1=C2CN3C(=CC4=C(C3=O)COC(=O)C4(CC)O)C2=NC5=C1C=C(C=C5)O. Drug 2: C1CC(=O)NC(=O)C1N2C(=O)C3=CC=CC=C3C2=O. Cell line: SW-620. Synergy scores: CSS=36.0, Synergy_ZIP=-10.4, Synergy_Bliss=-1.47, Synergy_Loewe=-79.6, Synergy_HSA=-0.912. (4) Drug 1: CC1CCC2CC(C(=CC=CC=CC(CC(C(=O)C(C(C(=CC(C(=O)CC(OC(=O)C3CCCCN3C(=O)C(=O)C1(O2)O)C(C)CC4CCC(C(C4)OC)OCCO)C)C)O)OC)C)C)C)OC. Drug 2: C1CN(CCN1C(=O)CCBr)C(=O)CCBr. Cell line: SF-539. Synergy scores: CSS=35.4, Synergy_ZIP=-7.81, Synergy_Bliss=-4.16, Synergy_Loewe=-0.477, Synergy_HSA=0.280. (5) Drug 1: CC1C(C(CC(O1)OC2CC(OC(C2O)C)OC3=CC4=CC5=C(C(=O)C(C(C5)C(C(=O)C(C(C)O)O)OC)OC6CC(C(C(O6)C)O)OC7CC(C(C(O7)C)O)OC8CC(C(C(O8)C)O)(C)O)C(=C4C(=C3C)O)O)O)O. Drug 2: C1C(C(OC1N2C=NC3=C2NC=NCC3O)CO)O. Cell line: U251. Synergy scores: CSS=42.2, Synergy_ZIP=9.53, Synergy_Bliss=8.34, Synergy_Loewe=-22.1, Synergy_HSA=7.71. (6) Drug 1: C1CCC(C1)C(CC#N)N2C=C(C=N2)C3=C4C=CNC4=NC=N3. Drug 2: CC1CCCC2(C(O2)CC(NC(=O)CC(C(C(=O)C(C1O)C)(C)C)O)C(=CC3=CSC(=N3)C)C)C. Cell line: SK-MEL-2. Synergy scores: CSS=-4.21, Synergy_ZIP=2.47, Synergy_Bliss=-2.46, Synergy_Loewe=-13.6, Synergy_HSA=-8.48.